The task is: Predict which catalyst facilitates the given reaction.. This data is from Catalyst prediction with 721,799 reactions and 888 catalyst types from USPTO. (1) Reactant: CC[N:3]([CH2:6][CH3:7])[CH2:4]C.C1(P(N=[N+]=[N-])(C2C=CC=CC=2)=[O:15])C=CC=CC=1.[CH3:25][O:26][C:27](=[O:45])[C:28]1[CH:36]=[C:35]([O:37][CH2:38][C:39]2[CH:44]=[CH:43][CH:42]=[CH:41][CH:40]=2)[CH:34]=C(C(O)=O)C=1.[CH3:46][Si:47]([CH3:52])([CH3:51])[CH2:48][CH2:49][OH:50]. Product: [CH3:25][O:26][C:27](=[O:45])[C:28]1[CH:7]=[C:6]([NH:3][C:4]([O:50][CH2:49][CH2:48][Si:47]([CH3:52])([CH3:51])[CH3:46])=[O:15])[CH:34]=[C:35]([O:37][CH2:38][C:39]2[CH:40]=[CH:41][CH:42]=[CH:43][CH:44]=2)[CH:36]=1. The catalyst class is: 11. (2) Reactant: [NH2:1][C@@H:2]([CH2:33][C:34]1[CH:39]=[CH:38][CH:37]=[CH:36][CH:35]=1)[C@@H:3]([OH:32])[CH2:4][C@H:5]([NH:19][C:20]([C@@H:22]([NH:27][C:28](=[O:31])[O:29][CH3:30])[C:23]([CH3:26])([CH3:25])[CH3:24])=[O:21])[CH2:6][C:7]1[CH:12]=[CH:11][C:10]([C:13]2[CH:18]=[CH:17][CH:16]=[CH:15][N:14]=2)=[CH:9][CH:8]=1.[CH2:40]([N:47]([CH3:59])[C:48]([NH:50][C@@H:51]([C:55]([CH3:58])([CH3:57])[CH3:56])[C:52](O)=[O:53])=[O:49])[C:41]1[CH:46]=[CH:45][CH:44]=[CH:43][CH:42]=1.CCOP(ON1N=NC2C=CC=CC=2C1=O)(OCC)=O.C(N(CC)C(C)C)(C)C. The catalyst class is: 1. Product: [CH2:33]([C@H:2]([NH:1][C:52](=[O:53])[C@H:51]([C:55]([CH3:57])([CH3:56])[CH3:58])[NH:50][C:48](=[O:49])[N:47]([CH3:59])[CH2:40][C:41]1[CH:46]=[CH:45][CH:44]=[CH:43][CH:42]=1)[C@@H:3]([OH:32])[CH2:4][C@@H:5]([CH2:6][C:7]1[CH:12]=[CH:11][C:10]([C:13]2[CH:18]=[CH:17][CH:16]=[CH:15][N:14]=2)=[CH:9][CH:8]=1)[NH:19][C:20](=[O:21])[C@@H:22]([NH:27][C:28](=[O:31])[O:29][CH3:30])[C:23]([CH3:26])([CH3:25])[CH3:24])[C:34]1[CH:35]=[CH:36][CH:37]=[CH:38][CH:39]=1.